The task is: Predict the reaction yield, written as a fraction of the theoretical maximum amount of product (1.0 means a 100% yield; for example, 0.34 means a 34% yield).. This data is from Reaction yield outcomes from USPTO patents with 853,638 reactions. (1) The reactants are I[C:2]1[C:3]([O:10][CH3:11])=[N:4][C:5]([O:8][CH3:9])=[N:6][CH:7]=1.[F:12][C:13]1[CH:14]=[N:15][CH:16]=[CH:17][C:18]=1B(O)O.C([O-])([O-])=O.[Na+].[Na+].C1C=CC(P(C2C=CC=CC=2)C2C=CC=CC=2)=CC=1. The catalyst is C(O)CC.CC([O-])=O.CC([O-])=O.[Pd+2]. The product is [F:12][C:13]1[CH:14]=[N:15][CH:16]=[CH:17][C:18]=1[C:2]1[C:3]([O:10][CH3:11])=[N:4][C:5]([O:8][CH3:9])=[N:6][CH:7]=1. The yield is 0.930. (2) The reactants are [CH3:1][Zn]C.[CH3:4][O:5][C:6]1[C:26]([O:27][CH3:28])=[C:25]([O:29][CH3:30])[CH:24]=[C:23]([CH3:31])[C:7]=1[C:8]([C:10]1[C:11]([O:21][CH3:22])=[N:12][CH:13]=[C:14](Br)[C:15]=1[C:16]([F:19])([F:18])[F:17])=[O:9].O. The catalyst is O1CCCC1.C1C=CC([P]([Pd]([P](C2C=CC=CC=2)(C2C=CC=CC=2)C2C=CC=CC=2)([P](C2C=CC=CC=2)(C2C=CC=CC=2)C2C=CC=CC=2)[P](C2C=CC=CC=2)(C2C=CC=CC=2)C2C=CC=CC=2)(C2C=CC=CC=2)C2C=CC=CC=2)=CC=1. The product is [CH3:4][O:5][C:6]1[C:26]([O:27][CH3:28])=[C:25]([O:29][CH3:30])[CH:24]=[C:23]([CH3:31])[C:7]=1[C:8]([C:10]1[C:11]([O:21][CH3:22])=[N:12][CH:13]=[C:14]([CH3:1])[C:15]=1[C:16]([F:19])([F:18])[F:17])=[O:9]. The yield is 0.960. (3) The reactants are [CH:1]1([N:4]([C:12]2[C:17]([CH3:18])=[C:16]([O:19][C:20]3[CH:25]=[CH:24][C:23]([S:26]([CH3:29])(=[O:28])=[O:27])=[CH:22][C:21]=3[F:30])[N:15]=[CH:14][N:13]=2)[CH2:5][CH:6]2[CH2:11][CH2:10][NH:9][CH2:8][CH2:7]2)[CH2:3][CH2:2]1.C(N(CC)CC)C.Cl[C:39]([O:41][CH:42]([CH3:44])[CH3:43])=[O:40]. The catalyst is C1COCC1. The product is [CH:42]([O:41][C:39]([N:9]1[CH2:10][CH2:11][CH:6]([CH2:5][N:4]([CH:1]2[CH2:3][CH2:2]2)[C:12]2[C:17]([CH3:18])=[C:16]([O:19][C:20]3[CH:25]=[CH:24][C:23]([S:26]([CH3:29])(=[O:27])=[O:28])=[CH:22][C:21]=3[F:30])[N:15]=[CH:14][N:13]=2)[CH2:7][CH2:8]1)=[O:40])([CH3:44])[CH3:43]. The yield is 0.830. (4) The reactants are [CH3:1][O:2][C:3]1[CH:16]=[C:15]([O:17][CH3:18])[CH:14]=[CH:13][C:4]=1[CH2:5][NH:6][C:7]1[CH:12]=[CH:11][N:10]=[CH:9][N:8]=1.[F:19][C:20]1[C:25]([F:26])=[C:24]([F:27])[CH:23]=[CH:22][C:21]=1[S:28](Cl)(=[O:30])=[O:29].N12CCN(CC1)CC2. The catalyst is C(#N)C. The product is [CH3:1][O:2][C:3]1[CH:16]=[C:15]([O:17][CH3:18])[CH:14]=[CH:13][C:4]=1[CH2:5][N:6]([C:7]1[CH:12]=[CH:11][N:10]=[CH:9][N:8]=1)[S:28]([C:21]1[CH:22]=[CH:23][C:24]([F:27])=[C:25]([F:26])[C:20]=1[F:19])(=[O:30])=[O:29]. The yield is 0.310. (5) The reactants are [CH2:1]([N:3]1[C:11]2[C:6](=[CH:7][CH:8]=[C:9]([O:12][CH3:13])[CH:10]=2)[C:5]([C:14]#[N:15])=[CH:4]1)[CH3:2].[Li+].CC([N-]C(C)C)C.B(OC(C)C)(OC(C)C)OC(C)C.I[C:38]1[CH:43]=[CH:42][C:41]([OH:44])=[CH:40][CH:39]=1.C([O-])([O-])=O.[K+].[K+]. The catalyst is C1COCC1.C1C=CC(P(C2C=CC=CC=2)[C-]2C=CC=C2)=CC=1.C1C=CC(P(C2C=CC=CC=2)[C-]2C=CC=C2)=CC=1.Cl[Pd]Cl.[Fe+2].CN(C=O)C. The product is [CH2:1]([N:3]1[C:11]2[C:6](=[CH:7][CH:8]=[C:9]([O:12][CH3:13])[CH:10]=2)[C:5]([C:14]#[N:15])=[C:4]1[C:38]1[CH:43]=[CH:42][C:41]([OH:44])=[CH:40][CH:39]=1)[CH3:2]. The yield is 0.730. (6) The reactants are [CH3:1][C:2]([OH:7])([CH3:6])[CH2:3][CH2:4][OH:5].Cl[C:9]1[N:10]=[C:11]([OH:25])[C:12]2[CH:18]=[CH:17][N:16]=[C:15]([C:19]3[N:20]=[CH:21][N:22]([CH3:24])[CH:23]=3)[C:13]=2[N:14]=1. No catalyst specified. The product is [OH:7][C:2]([CH3:6])([CH3:1])[CH2:3][CH2:4][O:5][C:9]1[N:10]=[C:11]([OH:25])[C:12]2[CH:18]=[CH:17][N:16]=[C:15]([C:19]3[N:20]=[CH:21][N:22]([CH3:24])[CH:23]=3)[C:13]=2[N:14]=1. The yield is 0.200.